This data is from CYP2D6 inhibition data for predicting drug metabolism from PubChem BioAssay. The task is: Regression/Classification. Given a drug SMILES string, predict its absorption, distribution, metabolism, or excretion properties. Task type varies by dataset: regression for continuous measurements (e.g., permeability, clearance, half-life) or binary classification for categorical outcomes (e.g., BBB penetration, CYP inhibition). Dataset: cyp2d6_veith. (1) The compound is c1ccc2c(c1)Sc1ccccc1N2C[C@H]1CN2CCC1CC2. The result is 1 (inhibitor). (2) The result is 0 (non-inhibitor). The drug is Cc1nc2cnc(N3CCNCC3)nc2n(CCC#N)c1=O. (3) The molecule is COc1cc(Br)cc(/C=N/NC(=O)C(C)n2cc([N+](=O)[O-])c(OC)n2)c1O. The result is 0 (non-inhibitor).